From a dataset of Catalyst prediction with 721,799 reactions and 888 catalyst types from USPTO. Predict which catalyst facilitates the given reaction. (1) Reactant: [Br:1][C:2]1[CH:9]=[CH:8][C:7]([F:10])=[CH:6][C:3]=1[CH:4]=O.[C:11]([O:15][C:16]([N:18]1[CH2:23][CH2:22][NH:21][CH2:20][CH2:19]1)=[O:17])([CH3:14])([CH3:13])[CH3:12].C(O[BH-](OC(=O)C)OC(=O)C)(=O)C.[Na+]. Product: [C:11]([O:15][C:16]([N:18]1[CH2:23][CH2:22][N:21]([CH2:4][C:3]2[CH:6]=[C:7]([F:10])[CH:8]=[CH:9][C:2]=2[Br:1])[CH2:20][CH2:19]1)=[O:17])([CH3:14])([CH3:12])[CH3:13]. The catalyst class is: 279. (2) Product: [C:11]1([CH:9]([O:8][C:6]2[CH:5]=[N:4][CH:3]=[C:2]([B:17]3[O:21][C:20]([CH3:23])([CH3:22])[C:19]([CH3:25])([CH3:24])[O:18]3)[CH:7]=2)[CH3:10])[CH:16]=[CH:15][CH:14]=[CH:13][CH:12]=1. The catalyst class is: 439. Reactant: Br[C:2]1[CH:3]=[N:4][CH:5]=[C:6]([O:8][CH:9]([C:11]2[CH:16]=[CH:15][CH:14]=[CH:13][CH:12]=2)[CH3:10])[CH:7]=1.[B:17]1([B:17]2[O:21][C:20]([CH3:23])([CH3:22])[C:19]([CH3:25])([CH3:24])[O:18]2)[O:21][C:20]([CH3:23])([CH3:22])[C:19]([CH3:25])([CH3:24])[O:18]1.C([O-])(=O)C.[K+]. (3) Reactant: [F:1][CH:2]([F:39])[C:3]1[N:7]([C:8]2[N:13]=[C:12]([N:14]3[CH2:19][CH2:18][O:17][CH2:16][CH2:15]3)[N:11]=[C:10]([CH:20]3[CH2:25][CH2:24][CH2:23][N:22](C(OC(C)(C)C)=O)[CH2:21]3)[N:9]=2)[C:6]2[CH:33]=[CH:34][CH:35]=[C:36]([O:37][CH3:38])[C:5]=2[N:4]=1.C(O)(C(F)(F)F)=O. Product: [F:39][CH:2]([F:1])[C:3]1[N:7]([C:8]2[N:13]=[C:12]([N:14]3[CH2:15][CH2:16][O:17][CH2:18][CH2:19]3)[N:11]=[C:10]([CH:20]3[CH2:25][CH2:24][CH2:23][NH:22][CH2:21]3)[N:9]=2)[C:6]2[CH:33]=[CH:34][CH:35]=[C:36]([O:37][CH3:38])[C:5]=2[N:4]=1. The catalyst class is: 2. (4) The catalyst class is: 146. Reactant: [N:1]1([CH2:6][CH2:7][O:8][C:9]2[CH:14]=[CH:13][C:12]([NH2:15])=[CH:11][CH:10]=2)[CH:5]=[CH:4][N:3]=[CH:2]1.C(=O)(O)[O-].[Na+].[C:21](Cl)(Cl)=[S:22]. Product: [N:15]([C:12]1[CH:13]=[CH:14][C:9]([O:8][CH2:7][CH2:6][N:1]2[CH:5]=[CH:4][N:3]=[CH:2]2)=[CH:10][CH:11]=1)=[C:21]=[S:22]. (5) Reactant: [CH2:1]([O:8][C:9]1[CH:13]=[C:12]([C:14]([OH:16])=[O:15])[N:11]([C:17]2[CH:22]=[CH:21][CH:20]=[CH:19][CH:18]=2)[N:10]=1)[C:2]1[CH:7]=[CH:6][CH:5]=[CH:4][CH:3]=1.IC.[C:25](=O)([O-])[O-].[K+].[K+].Cl. Product: [CH2:1]([O:8][C:9]1[CH:13]=[C:12]([C:14]([O:16][CH3:25])=[O:15])[N:11]([C:17]2[CH:22]=[CH:21][CH:20]=[CH:19][CH:18]=2)[N:10]=1)[C:2]1[CH:3]=[CH:4][CH:5]=[CH:6][CH:7]=1. The catalyst class is: 9.